From a dataset of Catalyst prediction with 721,799 reactions and 888 catalyst types from USPTO. Predict which catalyst facilitates the given reaction. (1) Reactant: CCCCCC.C([Li])CCC.C[Si](C)(C)N[Si](C)(C)C.[CH2:21]([O:23][C:24]([C@:26]1([F:33])[C@@H:31]2[C@H:27]1[CH2:28][CH2:29][C:30]2=O)=[O:25])[CH3:22].C1C=CC(N(S(C(F)(F)F)(=O)=O)S(C(F)(F)F)(=O)=[O:42])=CC=1.[CH2:55]([O:57][CH2:58]C)[CH3:56]. Product: [CH2:55]([O:57][C:58]([C:30]1[C@H:31]2[C@@H:27]([CH2:28][CH:29]=1)[C@:26]2([F:33])[C:24]([O:23][CH2:21][CH3:22])=[O:25])=[O:42])[CH3:56]. The catalyst class is: 7. (2) Reactant: [Mg].[Cl-].[Li+].[CH2:4]([N:11]1[CH2:15][CH:14](S(C2C=CC=CC=2)(=O)=O)[C:13]([C:29]2[CH:34]=[C:33]([Cl:35])[CH:32]=[C:31]([Cl:36])[CH:30]=2)([C:25]([F:28])([F:27])[F:26])[CH2:12]1)[C:5]1[CH:10]=[CH:9][CH:8]=[CH:7][CH:6]=1.[OH-:37].[Na+]. Product: [CH2:4]([N:11]1[CH2:15][CH2:14][C:13]([C:29]2[CH:30]=[C:31]([Cl:36])[CH:32]=[C:33]([Cl:35])[CH:34]=2)([C:25]([F:28])([F:27])[F:26])[CH2:12]1)[C:5]1[CH:10]=[CH:9][CH:8]=[CH:7][CH:6]=1.[CH:5]([OH:37])([CH3:10])[CH3:4]. The catalyst class is: 24. (3) Reactant: [C:1]([C:5]1[CH:9]=[C:8]([NH2:10])[N:7]([C:11]2[CH:20]=[C:19]3[C:14]([CH2:15][CH2:16][NH:17][C:18]3=[S:21])=[CH:13][CH:12]=2)[N:6]=1)([CH3:4])([CH3:3])[CH3:2].[Cl:22][C:23]1[C:28]([Cl:29])=[CH:27][CH:26]=[CH:25][C:24]=1[N:30]=[C:31]=[O:32].N1C=CC=CC=1. Product: [C:1]([C:5]1[CH:9]=[C:8]([NH:10][C:31]([NH:30][C:24]2[CH:25]=[CH:26][CH:27]=[C:28]([Cl:29])[C:23]=2[Cl:22])=[O:32])[N:7]([C:11]2[CH:20]=[C:19]3[C:14]([CH2:15][CH2:16][NH:17][C:18]3=[S:21])=[CH:13][CH:12]=2)[N:6]=1)([CH3:4])([CH3:2])[CH3:3]. The catalyst class is: 1. (4) Reactant: C([O:3][C:4]([C@H:6]1[C@@H:11]([O:12]C(=O)C)[CH:10]=[CH:9][CH2:8][O:7]1)=O)C.[H-].[H-].[H-].[H-].[Li+].[Al+3]. Product: [OH:3][CH2:4][C@H:6]1[C@@H:11]([OH:12])[CH:10]=[CH:9][CH2:8][O:7]1. The catalyst class is: 1. (5) Reactant: CC1(C)[O:9][C:8](=[O:10])[C:5]2([CH2:7][CH2:6]2)[C:4](=[O:11])O1.[CH3:13][O:14][C:15]1[CH:16]=[C:17]([CH:19]=[CH:20][CH:21]=1)[NH2:18]. Product: [CH3:13][O:14][C:15]1[CH:16]=[C:17]([N:18]2[CH2:6][CH2:7][CH:5]([C:8]([OH:9])=[O:10])[C:4]2=[O:11])[CH:19]=[CH:20][CH:21]=1. The catalyst class is: 8. (6) Reactant: [CH2:1](Cl)[C:2]1[CH:7]=[CH:6][CH:5]=[CH:4][CH:3]=1.[CH3:9][O:10][C:11](=[O:21])[C:12]1[CH:17]=[C:16]([OH:18])[C:15]([OH:19])=[C:14]([OH:20])[CH:13]=1.C(=O)([O-])[O-].[Na+].[Na+].[I-].[K+]. Product: [CH3:9][O:10][C:11](=[O:21])[C:12]1[CH:13]=[C:14]([O:20][CH2:1][C:2]2[CH:7]=[CH:6][CH:5]=[CH:4][CH:3]=2)[C:15]([O:19][CH2:1][C:2]2[CH:7]=[CH:6][CH:5]=[CH:4][CH:3]=2)=[C:16]([O:18][CH2:1][C:2]2[CH:7]=[CH:6][CH:5]=[CH:4][CH:3]=2)[CH:17]=1. The catalyst class is: 95.